Dataset: Catalyst prediction with 721,799 reactions and 888 catalyst types from USPTO. Task: Predict which catalyst facilitates the given reaction. (1) Reactant: Cl[C:2]1[C:7]([CH2:8][O:9][CH:10]2[CH2:15][CH2:14][CH2:13][CH2:12][O:11]2)=[C:6]([Cl:16])[CH:5]=[CH:4][N:3]=1.CC1C=CN=C(C=C)C=1[CH2:26][O:27]C1CCCCO1.CC1C=CN=C(CO)C=1COC1CCCCO1. Product: [Cl:16][C:6]1[CH:5]=[CH:4][N:3]=[C:2]([CH2:26][OH:27])[C:7]=1[CH2:8][O:9][CH:10]1[CH2:15][CH2:14][CH2:13][CH2:12][O:11]1. The catalyst class is: 45. (2) Reactant: [NH2:1][C:2]1[CH:3]=[C:4]([CH:22]=[CH:23][CH:24]=1)[CH2:5][N:6]1[C:10]2=[N:11][C:12]([NH:15][C:16]3[CH:17]=[N:18][N:19]([CH3:21])[CH:20]=3)=[N:13][CH:14]=[C:9]2[CH:8]=[N:7]1.CN(C=O)C.CCN(C(C)C)C(C)C.[C:39](Cl)(=[O:42])[CH:40]=[CH2:41]. Product: [CH3:21][N:19]1[CH:20]=[C:16]([NH:15][C:12]2[N:11]=[C:10]3[N:6]([CH2:5][C:4]4[CH:3]=[C:2]([NH:1][C:39](=[O:42])[CH:40]=[CH2:41])[CH:24]=[CH:23][CH:22]=4)[N:7]=[CH:8][C:9]3=[CH:14][N:13]=2)[CH:17]=[N:18]1. The catalyst class is: 2. (3) Reactant: [F:1][C:2]([F:9])([F:8])[C:3]1[N:7]=[CH:6][NH:5][N:4]=1.[CH2:10]=[O:11]. Product: [F:1][C:2]([F:9])([F:8])[C:3]1[N:7]=[CH:6][N:5]([CH2:10][OH:11])[N:4]=1. The catalyst class is: 21. (4) Reactant: [C:1]([O-:13])(=[O:12])[CH2:2][C:3]([CH2:8][C:9]([O-:11])=[O:10])([C:5]([O-:7])=[O:6])[OH:4].[NH4+:14].[NH4+].[NH4+].[C:17]([OH:29])(=[O:28])[CH2:18][C:19]([CH2:24][C:25]([OH:27])=[O:26])([C:21]([OH:23])=[O:22])[OH:20].N.[OH2:31].[O:32]=[CH:33][C@@H:34]([C@H:36]([C@@H:38]([C@@H:40]([CH2:42][OH:43])[OH:41])[OH:39])[OH:37])[OH:35]. Product: [C:1]([O-:13])(=[O:12])[CH2:2][C:3]([CH2:8][C:9]([O-:11])=[O:10])([C:5]([O-:7])=[O:6])[OH:4].[NH4+:14].[NH4+:14].[NH4+:14].[O:32]=[CH:33][C@@H:34]([C@H:36]([C@@H:38]([C@@H:40]([CH2:42][OH:43])[OH:41])[OH:39])[OH:37])[OH:35].[C:17]([O-:29])(=[O:28])[CH2:18][C:19]([CH2:24][C:25]([O-:27])=[O:26])([C:21]([O-:23])=[O:22])[OH:20].[NH4+:14].[NH4+:14].[NH4+:14].[OH2:31].[O:32]=[CH:33][C@@H:34]([C@H:36]([C@@H:38]([C@@H:40]([CH2:42][OH:43])[OH:41])[OH:39])[OH:37])[OH:35]. The catalyst class is: 6. (5) Reactant: [C:1]1([C:11](=[O:13])[CH3:12])[C:10]2[C:4]([CH:5]=[CH:6][CH:7]=[CH:8][CH:9]=2)=[CH:3][CH:2]=1.[H-].[Al+3].[Li+].[H-].[H-].[H-].[OH-].[Na+].S([O-])([O-])(=O)=O.[Mg+2]. The catalyst class is: 1. Product: [C:1]1([CH:11]([OH:13])[CH3:12])[C:10]2[C:4]([CH:5]=[CH:6][CH:7]=[CH:8][CH:9]=2)=[CH:3][CH:2]=1.